This data is from Full USPTO retrosynthesis dataset with 1.9M reactions from patents (1976-2016). The task is: Predict the reactants needed to synthesize the given product. (1) Given the product [C:8]1([CH:18]([C:1](=[O:3])[CH3:2])[C:19]([O:21][CH2:22][CH3:23])=[O:20])[C:17]2[C:12](=[CH:13][CH:14]=[CH:15][CH:16]=2)[CH:11]=[CH:10][CH:9]=1, predict the reactants needed to synthesize it. The reactants are: [C:1](OCC)(=[O:3])[CH3:2].[Na].[C:8]1([CH2:18][C:19]([O:21][CH2:22][CH3:23])=[O:20])[C:17]2[C:12](=[CH:13][CH:14]=[CH:15][CH:16]=2)[CH:11]=[CH:10][CH:9]=1. (2) Given the product [C:1]1([S:7]([N:10]2[C:14]3=[N:15][N:16]=[C:17]4[C:22]([C:21]([Cl:37])=[CH:20][CH:19]=[N:18]4)=[C:13]3[CH:12]=[CH:11]2)(=[O:9])=[O:8])[CH:6]=[CH:5][CH:4]=[CH:3][CH:2]=1, predict the reactants needed to synthesize it. The reactants are: [C:1]1([S:7]([N:10]2[C:14]3=[N:15][N:16]=[C:17]4[C:22]([C:21](=O)[CH:20]=[CH:19][N:18]4C(C)(C)C)=[C:13]3[CH:12]=[CH:11]2)(=[O:9])=[O:8])[CH:6]=[CH:5][CH:4]=[CH:3][CH:2]=1.C(O)(C(F)(F)F)=O.O=P(Cl)(Cl)[Cl:37]. (3) The reactants are: [CH3:1][O:2][C:3]([C:5]1[C:6]2[CH:7]=[N:8][NH:9][C:10]=2[CH:11]=[CH:12][CH:13]=1)=[O:4].[CH3:14][C:15]1[N:16]=[CH:17][C:18]([CH2:21]OS(C)(=O)=O)=[N:19][CH:20]=1. Given the product [CH3:1][O:2][C:3]([C:5]1[C:6]2[C:10]([CH:11]=[CH:12][CH:13]=1)=[N:9][N:8]([CH2:14][C:15]1[CH:20]=[N:19][C:18]([CH3:21])=[CH:17][N:16]=1)[CH:7]=2)=[O:4], predict the reactants needed to synthesize it. (4) Given the product [CH2:1]([O:3][C:4]([N:6]1[CH2:26][CH2:27][C:28]([O:18][CH3:15])([O:21][CH3:19])[CH:29]([OH:13])[CH2:24]1)=[O:5])[CH3:2], predict the reactants needed to synthesize it. The reactants are: [CH2:1]([O:3][C:4]([N:6]1CCC(=O)CC1)=[O:5])[CH3:2].[OH-:13].[K+].[C:15]([OH:18])(=O)C.[C:19](O)(=[O:21])C.I[C:24]1[CH:29]=[CH:28][CH:27]=[CH:26]C=1. (5) Given the product [C:13]1([NH:12][C:11]2[CH:19]=[CH:20][CH:21]=[CH:22][C:10]=2[OH:9])[CH:14]=[CH:15][CH:16]=[CH:17][CH:18]=1, predict the reactants needed to synthesize it. The reactants are: [Cl-].[NH+]1C=CC=CC=1.C[O:9][C:10]1[CH:22]=[CH:21][CH:20]=[CH:19][C:11]=1[NH:12][C:13]1[CH:18]=[CH:17][CH:16]=[CH:15][CH:14]=1. (6) Given the product [NH2:1][C:2]1[C:3]2[C:10]([C:11]3[CH:12]=[CH:13][C:14]([NH:17][C:18]([C:20]4[C:21](=[O:32])[N:22]([C:26]5[CH:31]=[CH:30][CH:29]=[CH:28][CH:27]=5)[CH:23]=[CH:24][CH:25]=4)=[O:19])=[CH:15][CH:16]=3)=[CH:9][N:8]([CH:33]3[CH2:36][C:35](=[O:39])[CH2:34]3)[C:4]=2[N:5]=[CH:6][N:7]=1, predict the reactants needed to synthesize it. The reactants are: [NH2:1][C:2]1[C:3]2[C:10]([C:11]3[CH:16]=[CH:15][C:14]([NH:17][C:18]([C:20]4[C:21](=[O:32])[N:22]([C:26]5[CH:31]=[CH:30][CH:29]=[CH:28][CH:27]=5)[CH:23]=[CH:24][CH:25]=4)=[O:19])=[CH:13][CH:12]=3)=[CH:9][N:8]([CH:33]3[CH2:36][C:35]([OH:39])(CO)[CH2:34]3)[C:4]=2[N:5]=[CH:6][N:7]=1.I([O-])(=O)(=O)=O.[Na+]. (7) Given the product [NH2:13][C:10]1[CH:11]=[CH:12][C:7]([C:6]([O:5][C:1]([CH3:3])([CH3:4])[CH3:2])=[O:17])=[C:8]([F:16])[CH:9]=1, predict the reactants needed to synthesize it. The reactants are: [C:1]([O:5][C:6](=[O:17])[C:7]1[CH:12]=[CH:11][C:10]([N+:13]([O-])=O)=[CH:9][C:8]=1[F:16])([CH3:4])([CH3:3])[CH3:2].[Cl-].[NH4+]. (8) Given the product [OH:11][C@H:6]([C:7]([CH3:8])([CH3:10])[CH3:9])[C@H:2]([N:1]([C:49]1[CH:48]=[CH:47][C:46]([C:40]2[CH:41]=[CH:42][CH:43]=[CH:44][CH:45]=2)=[CH:51][CH:50]=1)[C:17]([O:18][CH3:19])=[O:38])[C:3]([OH:5])=[O:4], predict the reactants needed to synthesize it. The reactants are: [NH2:1][C@@H:2]([C@H:6]([OH:11])[C:7]([CH3:10])([CH3:9])[CH3:8])[C:3]([OH:5])=[O:4].C([O-])(O)=O.[Na+].[C:17](=O)([O-:38])[O:18][C:19]1C(C)=C(C2C=CC(C3C=CC=CC=3)=CC=2)C=CN=1.[C:40]1([C:46]2[CH:51]=[CH:50][C:49](C3C=CN(C([O-])=O)C(=O)C=3C)=[CH:48][CH:47]=2)[CH:45]=[CH:44][CH:43]=[CH:42][CH:41]=1. (9) The reactants are: [CH2:1]([C:3]1([CH2:25][CH3:26])[C:7](=[O:8])[O:6][CH:5]([CH2:9][CH2:10][N:11]2[CH2:16][CH2:15][N:14]([C:17]3[CH:24]=[CH:23][CH:22]=[CH:21][C:18]=3C#N)[CH2:13][CH2:12]2)[CH2:4]1)[CH3:2].C1(N2CCNCC2)C=CC=CC=1.N1(C2C=CC=CC=2C#N)CCNCC1. Given the product [CH2:25]([C:3]1([CH2:1][CH3:2])[CH2:4][CH:5]([CH2:9][CH2:10][N:11]2[CH2:12][CH2:13][N:14]([C:17]3[CH:18]=[CH:21][CH:22]=[CH:23][CH:24]=3)[CH2:15][CH2:16]2)[O:6][C:7]1=[O:8])[CH3:26], predict the reactants needed to synthesize it. (10) Given the product [I:23][C:24]1[CH:25]=[C:26]([NH:30][C:31]([N:17]2[CH2:18][CH2:19][N:14]([C:11]3[N:12]=[CH:13][C:8]4[C:6](=[O:7])[C:5]([C:20]([OH:22])=[O:21])=[CH:4][N:3]([CH2:2][CH3:1])[C:9]=4[N:10]=3)[CH2:15][CH2:16]2)=[S:32])[CH:27]=[CH:28][CH:29]=1, predict the reactants needed to synthesize it. The reactants are: [CH3:1][CH2:2][N:3]1[C:9]2[N:10]=[C:11]([N:14]3[CH2:19][CH2:18][NH:17][CH2:16][CH2:15]3)[N:12]=[CH:13][C:8]=2[C:6](=[O:7])[C:5]([C:20]([OH:22])=[O:21])=[CH:4]1.[I:23][C:24]1[CH:25]=[C:26]([N:30]=[C:31]=[S:32])[CH:27]=[CH:28][CH:29]=1.